The task is: Predict the reaction yield, written as a fraction of the theoretical maximum amount of product (1.0 means a 100% yield; for example, 0.34 means a 34% yield).. This data is from Reaction yield outcomes from USPTO patents with 853,638 reactions. The reactants are [Cl:1][C:2]1[CH:7]=[CH:6][C:5]([NH:8][C:9](=[NH:13])[CH2:10][CH2:11][CH3:12])=[CH:4][CH:3]=1.C([O-])(O)=O.[Na+].Br[CH2:20][C:21](=O)[C:22]([O:24][CH2:25][CH3:26])=[O:23].CC(O)=O. The catalyst is CC(O)C. The product is [Cl:1][C:2]1[CH:3]=[CH:4][C:5]([N:8]2[CH:20]=[C:21]([C:22]([O:24][CH2:25][CH3:26])=[O:23])[N:13]=[C:9]2[CH2:10][CH2:11][CH3:12])=[CH:6][CH:7]=1. The yield is 0.250.